This data is from Full USPTO retrosynthesis dataset with 1.9M reactions from patents (1976-2016). The task is: Predict the reactants needed to synthesize the given product. (1) Given the product [CH3:34][C:15]1[CH:16]=[C:17]([C:19]2[N:23]=[C:22]([C:24]3[CH:29]=[C:28]([CH3:30])[N:27]=[C:26]([NH:31][CH3:32])[N:25]=3)[O:21][N:20]=2)[CH:18]=[C:3]([CH3:1])[C:4]=1[O:5][CH2:6][CH:7]([OH:14])[CH2:8][NH:9][C:10](=[O:13])[CH2:11][OH:12], predict the reactants needed to synthesize it. The reactants are: [CH2:1]([C:3]1[CH:18]=[C:17]([C:19]2[N:23]=[C:22]([C:24]3[CH:29]=[C:28]([CH3:30])[N:27]=[C:26]([NH:31][CH2:32]C)[N:25]=3)[O:21][N:20]=2)[CH:16]=[C:15]([CH3:34])[C:4]=1[O:5][CH2:6][C@@H:7]([OH:14])[CH2:8][NH:9][C:10](=[O:13])[CH2:11][OH:12])C.CC1N=C(NC)N=C(C(O)=O)C=1.OCC(NCC(O)COC1C(C)=CC(C(=N)NO)=CC=1C)=O. (2) Given the product [CH3:12][C:13]1[CH:23]=[C:22]2[C:24]3=[C:15]([C:16]4[C:17]([C:18]3=[CH:19][C:20]([CH3:25])=[CH:21]2)=[N:1][C:2]2[C:10](=[CH:9][CH:8]=[C:4]([C:5]([OH:7])=[O:6])[CH:3]=2)[N:11]=4)[CH:14]=1, predict the reactants needed to synthesize it. The reactants are: [NH2:1][C:2]1[CH:3]=[C:4]([CH:8]=[CH:9][C:10]=1[NH2:11])[C:5]([OH:7])=[O:6].[CH3:12][C:13]1[CH:14]=[C:15]2[C:24]3[C:22]([CH:23]=1)=[CH:21][C:20]([CH3:25])=[CH:19][C:18]=3[C:17](=O)[C:16]2=O. (3) Given the product [ClH:49].[F:42][C:32]([F:31])([F:43])[C:33]1[CH:34]=[C:35]([CH:38]=[CH:39][C:40]=1[F:41])[CH2:36][N:9]([CH2:8][CH:7]([C:1]1[CH:2]=[CH:3][CH:4]=[CH:5][CH:6]=1)[C:25]1[CH:26]=[CH:27][CH:28]=[CH:29][CH:30]=1)[CH2:10][C@@H:11]([CH3:24])[CH2:12][O:13][C:14]1[CH:15]=[C:16]([CH2:20][C:21]([OH:23])=[O:22])[CH:17]=[CH:18][CH:19]=1, predict the reactants needed to synthesize it. The reactants are: [C:1]1([CH:7]([C:25]2[CH:30]=[CH:29][CH:28]=[CH:27][CH:26]=2)[CH2:8][NH:9][CH2:10][C@@H:11]([CH3:24])[CH2:12][O:13][C:14]2[CH:15]=[C:16]([CH2:20][C:21]([OH:23])=[O:22])[CH:17]=[CH:18][CH:19]=2)[CH:6]=[CH:5][CH:4]=[CH:3][CH:2]=1.[F:31][C:32]([F:43])([F:42])[C:33]1[CH:34]=[C:35]([CH:38]=[CH:39][C:40]=1[F:41])[CH:36]=O.COC(=O)C.[Cl:49]C1C(C(F)(F)F)=CC=CC=1C=O.Cl.CCOCC. (4) Given the product [CH3:29][N:27]1[CH:28]=[C:24]([C:21]2[N:20]=[C:19]3[N:15]([CH2:14][CH:10]4[CH2:11][CH2:12][CH2:13][N:8]([C:5]5[N:4]=[CH:3][C:2]([C:39]6[CH:38]=[CH:42][N:41]([CH:43]7[CH2:48][CH2:47][N:46]([C:49]([O:51][C:52]([CH3:55])([CH3:54])[CH3:53])=[O:50])[CH2:45][CH2:44]7)[N:40]=6)=[CH:7][N:6]=5)[CH2:9]4)[N:16]=[N:17][C:18]3=[N:23][CH:22]=2)[CH:25]=[N:26]1, predict the reactants needed to synthesize it. The reactants are: Br[C:2]1[CH:3]=[N:4][C:5]([N:8]2[CH2:13][CH2:12][CH2:11][CH:10]([CH2:14][N:15]3[C:19]4=[N:20][C:21]([C:24]5[CH:25]=[N:26][N:27]([CH3:29])[CH:28]=5)=[CH:22][N:23]=[C:18]4[N:17]=[N:16]3)[CH2:9]2)=[N:6][CH:7]=1.CC1(C)C(C)(C)OB([C:38]2[CH:39]=[N:40][N:41]([CH:43]3[CH2:48][CH2:47][N:46]([C:49]([O:51][C:52]([CH3:55])([CH3:54])[CH3:53])=[O:50])[CH2:45][CH2:44]3)[CH:42]=2)O1.C([O-])([O-])=O.[Na+].[Na+].